Task: Binary Classification. Given a miRNA mature sequence and a target amino acid sequence, predict their likelihood of interaction.. Dataset: Experimentally validated miRNA-target interactions with 360,000+ pairs, plus equal number of negative samples (1) The miRNA is mmu-miR-3080-3p with sequence UCCUCGGGCAAAGCGCUUGACA. The protein sequence of the target gene is MCRDEPDTMILTQIEAKEACDWLRVTGFPQYAQLYEDLLFPVDIALVKREHDFLDRDAIEALCRRLNTLNKCAVMKLEISPHRKRSEDSDEDEPCAISGKWTFQRDSKRWSRLEEFDVFFPKQDPIPGSPDNSRLQSATSHESMLTDLSEHQEVASVRSLSSTSSSVPTHAAHSGDATTPRTNSVISVCSSGHFVGNDDSFSSLPSPKELSSFSFSMKGHHEKNTKSKTRSLLKRMESLKLKGSHHSKHKAPSKLGLIISAPILQEGMDEAKLKQLNCVEISALNGNHINVPMVRKRSVS.... Result: 0 (no interaction). (2) The miRNA is hsa-miR-887-5p with sequence CUUGGGAGCCCUGUUAGACUC. The protein sequence of the target gene is MAVPPSAPQPRASFHLRRHTPCPQCSWGMEEKAAASASCREPPGPPRAAAVAYFGISVDPDDILPGALRLIQELRPHWKPEQVRTKRFTDGITNKLVACYVEEDMQDCVLVRVYGERTELLVDRENEVRNFQLLRAHSCAPKLYCTFQNGLCYEYMQGVALEPEHIREPRLFRLIALEMAKIHTIHANGSLPKPILWHKMHNYFTLVKNEINPSLSADVPKVEVLERELAWLKEHLSQLESPVVFCHNDLLCKNIIYDSIKGHVRFIDYEYAGYNYQAFDIGNHFNEFAGVNEVDYCLYP.... Result: 0 (no interaction). (3) The miRNA is hsa-miR-4790-5p with sequence AUCGCUUUACCAUUCAUGUU. Result: 0 (no interaction). The protein sequence of the target gene is MSGRGKQGGKARAKAKSRSSRAGLQFPVGRVHRLLRKGNYAERVGAGAPVYLAAVLEYLTAEILELAGNAARDNKKTRIIPRHLQLAIRNDEELNKLLGRVTIAQGGVLPNIQAVLLPKKTESHHKAKGK. (4) The miRNA is hsa-miR-4646-5p with sequence ACUGGGAAGAGGAGCUGAGGGA. The protein sequence of the target gene is MAEAVKPQRRAKAKASRTKTKEKKKYETPQREESSEVSLPKTSREQEIPSLACEFKGDHLKVVTDSQLQDDASGQNESEMFDVPLTSLTISNEESLTCNTEPPKEGGEARPCVGDSAVTPKVHPGDNVGTKVETPKNFTEVEENMSVQGGLSESAPQSNFSYTQPAMENIQVRETQNSKEDKQGLVCSSEVPQNVGLQSSCPAKHGFQTPRVKKLYPQLPAEIAGEAPALVAVKPLLRSERLYPELPSQLELVPFTKEQLKILEPGSWLENVESYLEEFDSMAHQDRHEFYELLLNYSRC.... Result: 1 (interaction). (5) The miRNA is hsa-miR-6873-3p with sequence UUCUCUCUGUCUUUCUCUCUCAG. The protein sequence of the target gene is MFQPAPKRCFTIESLVAKDSPLPASRSEDPIRPAALSYANSSPINPFLNGFHSAAAAAAGRGVYSNPDLVFAEAVSHPPNPAVPVHPVPPPHALAAHPLPSSHSPHPLFASQQRDPSTFYPWLIHRYRYLGHRFQGNDTSPESFLLHNALARKPKRIRTAFSPSQLLRLEHAFEKNHYVVGAERKQLAHSLSLTETQVKVWFQNRRTKFKRQKLEEEGSDSQQKKKGTHHINRWRIATKQASPEEIDVTSDD. Result: 1 (interaction).